Dataset: Peptide-MHC class I binding affinity with 185,985 pairs from IEDB/IMGT. Task: Regression. Given a peptide amino acid sequence and an MHC pseudo amino acid sequence, predict their binding affinity value. This is MHC class I binding data. (1) The peptide sequence is HAEIESATL. The MHC is HLA-A02:12 with pseudo-sequence HLA-A02:12. The binding affinity (normalized) is 0.0847. (2) The peptide sequence is LVQPGRSL. The MHC is HLA-B46:01 with pseudo-sequence HLA-B46:01. The binding affinity (normalized) is 0.193. (3) The peptide sequence is KYDDRIQSQ. The MHC is HLA-B15:01 with pseudo-sequence HLA-B15:01. The binding affinity (normalized) is 0.0847.